Dataset: Full USPTO retrosynthesis dataset with 1.9M reactions from patents (1976-2016). Task: Predict the reactants needed to synthesize the given product. Given the product [Br:27][C:15]1[C:14](=[O:17])[NH:13][C:12](=[O:18])[N:11]([C@H:3]2[C@@:2]([F:1])([CH3:19])[C@H:6]([OH:7])[C@@:5]([F:10])([CH2:8][OH:9])[O:4]2)[CH:16]=1, predict the reactants needed to synthesize it. The reactants are: [F:1][C@:2]1([CH3:19])[C@H:6]([OH:7])[C@@:5]([F:10])([CH2:8][OH:9])[O:4][C@H:3]1[N:11]1[CH:16]=[CH:15][C:14](=[O:17])[NH:13][C:12]1=[O:18].C1C(=O)N([Br:27])C(=O)C1.